Dataset: Full USPTO retrosynthesis dataset with 1.9M reactions from patents (1976-2016). Task: Predict the reactants needed to synthesize the given product. (1) The reactants are: [C:1]([O:5][C:6]([N:8]1[CH2:13][CH2:12][CH:11]([NH:14][CH:15]2[CH2:17][CH2:16]2)[CH2:10][CH2:9]1)=[O:7])([CH3:4])([CH3:3])[CH3:2].[O:18]1[C:22]([C:23]2[N:28]=[N:27][C:26]([C:29](O)=[O:30])=[CH:25][CH:24]=2)=[CH:21][N:20]=[CH:19]1. Given the product [C:1]([O:5][C:6]([N:8]1[CH2:13][CH2:12][CH:11]([N:14]([CH:15]2[CH2:16][CH2:17]2)[C:29]([C:26]2[N:27]=[N:28][C:23]([C:22]3[O:18][CH:19]=[N:20][CH:21]=3)=[CH:24][CH:25]=2)=[O:30])[CH2:10][CH2:9]1)=[O:7])([CH3:4])([CH3:2])[CH3:3], predict the reactants needed to synthesize it. (2) Given the product [Cl:1][C:2]1[C:7]([Cl:8])=[CH:6][C:5]2[NH:9][C:16](=[O:15])[CH2:17][C:18]([C:19]3[CH:24]=[CH:23][CH:22]=[C:21]([C:25]4[CH:30]=[N:29][CH:28]=[CH:27][N:26]=4)[CH:20]=3)=[N:10][C:4]=2[CH:3]=1, predict the reactants needed to synthesize it. The reactants are: [Cl:1][C:2]1[C:7]([Cl:8])=[CH:6][C:5]([NH2:9])=[C:4]([NH2:10])[CH:3]=1.C([O:15][C:16](=O)[CH2:17][C:18](=O)[C:19]1[CH:24]=[CH:23][CH:22]=[C:21]([C:25]2[CH:30]=[N:29][CH:28]=[CH:27][N:26]=2)[CH:20]=1)(C)(C)C. (3) The reactants are: [CH3:1][C:2]1[N:3]=[C:4]([N:10]2[CH2:15][CH2:14][O:13][CH2:12][CH2:11]2)[S:5][C:6]=1[C:7](O)=[O:8].C(Cl)(=O)C([Cl:19])=O. Given the product [CH3:1][C:2]1[N:3]=[C:4]([N:10]2[CH2:15][CH2:14][O:13][CH2:12][CH2:11]2)[S:5][C:6]=1[C:7]([Cl:19])=[O:8], predict the reactants needed to synthesize it. (4) Given the product [N:1]([CH2:4][CH:5]1[NH:10][C:9]2[C:11]([C:21]3[CH:22]=[CH:23][C:18]([Cl:17])=[CH:19][C:20]=3[C:27]([F:28])([F:30])[F:29])=[CH:12][C:13]([Cl:15])=[CH:14][C:8]=2[O:7][CH2:6]1)=[N+:2]=[N-:3], predict the reactants needed to synthesize it. The reactants are: [N:1]([CH2:4][CH:5]1[NH:10][C:9]2[C:11](Br)=[CH:12][C:13]([Cl:15])=[CH:14][C:8]=2[O:7][CH2:6]1)=[N+:2]=[N-:3].[Cl:17][C:18]1[CH:23]=[CH:22][C:21](B(O)O)=[C:20]([C:27]([F:30])([F:29])[F:28])[CH:19]=1. (5) Given the product [CH2:1]([N:8]1[CH2:13][CH2:12][N:11]([C:18]2[N:17]=[N:16][C:15]([NH2:14])=[CH:20][CH:19]=2)[CH2:10][CH2:9]1)[C:2]1[CH:3]=[CH:4][CH:5]=[CH:6][CH:7]=1, predict the reactants needed to synthesize it. The reactants are: [CH2:1]([N:8]1[CH2:13][CH2:12][NH:11][CH2:10][CH2:9]1)[C:2]1[CH:7]=[CH:6][CH:5]=[CH:4][CH:3]=1.[NH2:14][C:15]1[N:16]=[N:17][C:18](Cl)=[CH:19][CH:20]=1.C(=O)(O)[O-].[Na+].